This data is from Reaction yield outcomes from USPTO patents with 853,638 reactions. The task is: Predict the reaction yield, written as a fraction of the theoretical maximum amount of product (1.0 means a 100% yield; for example, 0.34 means a 34% yield). (1) The catalyst is CN(C)C=O.C(OCC)(=O)C. The reactants are [OH:1][C:2]1[CH:3]=[C:4]2[C:8](=[C:9]([N:11]([CH3:21])[S:12]([C:15]3[CH:20]=[CH:19][CH:18]=[CH:17][N:16]=3)(=[O:14])=[O:13])[CH:10]=1)[NH:7][C:6]([C:22]1[S:23][CH:24]([CH2:27][N:28]3[CH2:33][CH2:32][S:31][CH2:30][CH2:29]3)[CH2:25][N:26]=1)=[CH:5]2.C(=O)([O-])[O-].[K+].[K+].Br[CH2:41][C:42]([O:44][CH2:45][CH3:46])=[O:43]. The product is [CH3:21][N:11]([S:12]([C:15]1[CH:20]=[CH:19][CH:18]=[CH:17][N:16]=1)(=[O:14])=[O:13])[C:9]1[CH:10]=[C:2]([O:1][CH2:41][C:42]([O:44][CH2:45][CH3:46])=[O:43])[CH:3]=[C:4]2[C:8]=1[NH:7][C:6]([C:22]1[S:23][CH:24]([CH2:27][N:28]3[CH2:33][CH2:32][S:31][CH2:30][CH2:29]3)[CH2:25][N:26]=1)=[CH:5]2. The yield is 0.760. (2) The reactants are CC1C=CC(S(O[CH2:12][CH2:13][CH2:14][C:15]2[C:23]3[C:18](=[CH:19][CH:20]=[C:21]([C:24]#[N:25])[CH:22]=3)[NH:17][CH:16]=2)(=O)=O)=CC=1.[N:26]1([C:32]2[N:37]=[C:36]([C:38]([NH2:40])=[O:39])[CH:35]=[CH:34][N:33]=2)[CH2:31][CH2:30][NH:29][CH2:28][CH2:27]1.C(=O)([O-])[O-].[K+].[K+].[I-].[K+]. The catalyst is C(#N)C. The product is [C:24]([C:21]1[CH:22]=[C:23]2[C:18](=[CH:19][CH:20]=1)[NH:17][CH:16]=[C:15]2[CH2:14][CH2:13][CH2:12][N:29]1[CH2:30][CH2:31][N:26]([C:32]2[N:37]=[C:36]([C:38]([NH2:40])=[O:39])[CH:35]=[CH:34][N:33]=2)[CH2:27][CH2:28]1)#[N:25]. The yield is 0.700. (3) The reactants are [C:1]([NH:8][CH2:9][C:10](=[O:16])[CH2:11][CH2:12][C:13]([OH:15])=[O:14])([O:3][C:4]([CH3:7])([CH3:6])[CH3:5])=[O:2].O[CH2:18][CH2:19][CH2:20][CH2:21][CH2:22][CH2:23][CH2:24][CH2:25][CH2:26][C:27]([O:29][CH2:30][C:31]([Cl:34])([Cl:33])[Cl:32])=[O:28].C1(N=C=NC2CCCCC2)CCCCC1.N1C=CC=CC=1. The catalyst is ClCCl. The product is [C:1]([NH:8][CH2:9][C:10](=[O:16])[CH2:11][CH2:12][C:13]([O:15][CH2:18][CH2:19][CH2:20][CH2:21][CH2:22][CH2:23][CH2:24][CH2:25][CH2:26][C:27]([O:29][CH2:30][C:31]([Cl:32])([Cl:33])[Cl:34])=[O:28])=[O:14])([O:3][C:4]([CH3:7])([CH3:6])[CH3:5])=[O:2]. The yield is 0.710. (4) The reactants are [NH2:1][CH:2]([CH2:12][C:13]1[CH:18]=[CH:17][CH:16]=[C:15]([O:19][CH2:20][C:21]([CH3:24])([CH3:23])[CH3:22])[CH:14]=1)[CH:3]([C:5]1[CH:10]=[CH:9][CH:8]=[C:7]([Cl:11])[CH:6]=1)[OH:4].[C:25]1([C:36](O)=[O:37])[CH:26]=[CH:27][CH:28]=[C:29]2[CH2:35][CH2:34][CH2:33][CH:32]=[CH:31][C:30]=12.O.ON1C2C=CC=CC=2N=N1.Cl.C(N=C=NCCCN(C)C)C. The catalyst is CN(C)C=O.C(OCC)(=O)C. The product is [CH2:20]([O:19][C:15]1[CH:14]=[C:13]([CH:18]=[CH:17][CH:16]=1)[CH2:12][CH:2]([NH:1][C:36]([C:25]1[CH:26]=[CH:27][CH:28]=[C:29]2[CH2:35][CH2:34][CH2:33][CH:32]=[CH:31][C:30]=12)=[O:37])[CH:3]([C:5]1[CH:10]=[CH:9][CH:8]=[C:7]([Cl:11])[CH:6]=1)[OH:4])[C:21]([CH3:24])([CH3:23])[CH3:22]. The yield is 0.390. (5) The reactants are Cl[C:2]1[N:7]=[C:6]([C:8]2[N:12]3[CH:13]=[CH:14][CH:15]=[CH:16][C:11]3=[N:10][C:9]=2[C:17]2[CH:18]=[CH:19][C:20]([O:34][CH2:35][CH3:36])=[C:21]([CH:33]=2)[C:22]([NH:24][C:25]2[C:30]([F:31])=[CH:29][CH:28]=[CH:27][C:26]=2[F:32])=[O:23])[CH:5]=[CH:4][N:3]=1.[CH3:37][O:38][C:39]1[CH:45]=[C:44]([N:46]2[CH2:51][CH2:50][CH:49]([CH2:52][CH2:53][S:54]([CH3:57])(=[O:56])=[O:55])[CH2:48][CH2:47]2)[CH:43]=[CH:42][C:40]=1[NH2:41].Cl. The catalyst is FC(F)(F)CO. The product is [F:32][C:26]1[CH:27]=[CH:28][CH:29]=[C:30]([F:31])[C:25]=1[NH:24][C:22](=[O:23])[C:21]1[CH:33]=[C:17]([C:9]2[N:10]=[C:11]3[CH:16]=[CH:15][CH:14]=[CH:13][N:12]3[C:8]=2[C:6]2[CH:5]=[CH:4][N:3]=[C:2]([NH:41][C:40]3[CH:42]=[CH:43][C:44]([N:46]4[CH2:51][CH2:50][CH:49]([CH2:52][CH2:53][S:54]([CH3:57])(=[O:56])=[O:55])[CH2:48][CH2:47]4)=[CH:45][C:39]=3[O:38][CH3:37])[N:7]=2)[CH:18]=[CH:19][C:20]=1[O:34][CH2:35][CH3:36]. The yield is 0.430. (6) The reactants are [NH2:1][OH:2].O.[F:4][C:5]1[CH:6]=[C:7]([C:10]#[N:11])[NH:8][CH:9]=1. The catalyst is C(O)C. The product is [F:4][C:5]1[CH:6]=[C:7]([C:10]([NH:1][OH:2])=[NH:11])[NH:8][CH:9]=1. The yield is 0.950. (7) The reactants are [CH:1]([N:4]1[C:8]2[N:9]=[CH:10][N:11]=[CH:12][C:7]=2[C:6]([C:13]([C:15]2[CH:16]=[C:17]([NH:21][C:22](=[O:37])[CH:23]([C:31]3[CH:36]=[CH:35][CH:34]=[CH:33][CH:32]=3)[O:24]C3CCCCO3)[CH:18]=[N:19][CH:20]=2)=[O:14])=[CH:5]1)([CH3:3])[CH3:2].Cl.O1CCOCC1. The catalyst is O1CCOCC1. The product is [OH:24][CH:23]([C:31]1[CH:32]=[CH:33][CH:34]=[CH:35][CH:36]=1)[C:22]([NH:21][C:17]1[CH:18]=[N:19][CH:20]=[C:15]([C:13]([C:6]2[C:7]3[CH:12]=[N:11][CH:10]=[N:9][C:8]=3[N:4]([CH:1]([CH3:3])[CH3:2])[CH:5]=2)=[O:14])[CH:16]=1)=[O:37]. The yield is 0.780. (8) The reactants are C[O:2][C:3](=[O:22])[CH:4]=[CH:5][C:6]1[CH:11]=[CH:10][CH:9]=[CH:8][C:7]=1[S:12](=[O:21])(=[O:20])[NH:13][C:14]1[CH:19]=[CH:18][CH:17]=[CH:16][CH:15]=1.[OH-].[Na+]. The catalyst is CO. The product is [C:14]1([NH:13][S:12]([C:7]2[CH:8]=[CH:9][CH:10]=[CH:11][C:6]=2[CH:5]=[CH:4][C:3]([OH:22])=[O:2])(=[O:21])=[O:20])[CH:15]=[CH:16][CH:17]=[CH:18][CH:19]=1. The yield is 0.700. (9) The product is [C:1]([O:4][CH2:5][CH2:6][O:7][CH:8]([O:34][CH2:35][CH2:36][O:37][C:38](=[O:40])[CH3:39])[O:9][C@@H:10]1[C@H:14]([OH:15])[C@@H:13]([CH3:23])[O:12][C@H:11]1[N:26]1[CH:33]=[CH:32][C:30](=[O:31])[NH:29][C:27]1=[O:28])(=[O:3])[CH3:2]. The yield is 0.790. The reactants are [C:1]([O:4][CH2:5][CH2:6][O:7][CH:8]([O:34][CH2:35][CH2:36][O:37][C:38](=[O:40])[CH3:39])[O:9][C@@H:10]1[C@H:14]([O:15][Si](C(C)(C)C)(C)C)[C@@H:13]([CH:23](I)O)[O:12][C@H:11]1[N:26]1[CH:33]=[CH:32][C:30](=[O:31])[NH:29][C:27]1=[O:28])(=[O:3])[CH3:2].CCN(C(C)C)C(C)C.O.[F-].C([N+](CCCC)(CCCC)CCCC)CCC. The catalyst is O1CCCC1.[Pd].